Dataset: Reaction yield outcomes from USPTO patents with 853,638 reactions. Task: Predict the reaction yield, written as a fraction of the theoretical maximum amount of product (1.0 means a 100% yield; for example, 0.34 means a 34% yield). The reactants are [C:1]([O:5][C:6]([N:8]1[C@H:12]([CH2:13][CH3:14])[CH2:11][C@H:10]([NH:15][CH2:16][C:17]2[CH:22]=[C:21]([C:23]([F:26])([F:25])[F:24])[CH:20]=[C:19]([C:27]([F:30])([F:29])[F:28])[CH:18]=2)[C@@H:9]1[CH2:31][C:32]1[CH:37]=[CH:36][CH:35]=[CH:34][CH:33]=1)=[O:7])([CH3:4])([CH3:3])[CH3:2].C(=O)([O-])[O-].[Cs+].[Cs+].Cl[C:45]([O:47][CH3:48])=[O:46].CCOC(C)=O. The catalyst is C(#N)C.[Cl-].[Na+].O. The product is [C:1]([O:5][C:6]([N:8]1[C@H:12]([CH2:13][CH3:14])[CH2:11][C@H:10]([N:15]([CH2:16][C:17]2[CH:22]=[C:21]([C:23]([F:25])([F:24])[F:26])[CH:20]=[C:19]([C:27]([F:30])([F:28])[F:29])[CH:18]=2)[C:45]([O:47][CH3:48])=[O:46])[C@@H:9]1[CH2:31][C:32]1[CH:33]=[CH:34][CH:35]=[CH:36][CH:37]=1)=[O:7])([CH3:2])([CH3:3])[CH3:4]. The yield is 0.520.